Dataset: Forward reaction prediction with 1.9M reactions from USPTO patents (1976-2016). Task: Predict the product of the given reaction. (1) Given the reactants Cl[CH2:2][C:3]1[O:4][C:5]([C:8]2[CH:13]=[CH:12][C:11]([Cl:14])=[CH:10][CH:9]=2)=[N:6][N:7]=1.[CH2:15]([NH:22][C:23]([C:25]1[S:29][C:28]([N:30]2[CH:35]=[CH:34][C:33]([OH:36])=[CH:32][C:31]2=[O:37])=[N:27][C:26]=1[CH3:38])=[O:24])[C:16]1[CH:21]=[CH:20][CH:19]=[CH:18][CH:17]=1, predict the reaction product. The product is: [CH2:15]([NH:22][C:23]([C:25]1[S:29][C:28]([N:30]2[CH:35]=[CH:34][C:33]([O:36][CH2:2][C:3]3[O:4][C:5]([C:8]4[CH:13]=[CH:12][C:11]([Cl:14])=[CH:10][CH:9]=4)=[N:6][N:7]=3)=[CH:32][C:31]2=[O:37])=[N:27][C:26]=1[CH3:38])=[O:24])[C:16]1[CH:21]=[CH:20][CH:19]=[CH:18][CH:17]=1. (2) Given the reactants [CH3:1][O:2][CH2:3][C:4]1[NH:8][C:7]2[CH:9]=[CH:10][CH:11]=[CH:12][C:6]=2[N:5]=1.Br[CH2:14][C:15]1[CH:35]=[CH:34][C:18]2/[C:19](=[C:29](/[CH2:32][CH3:33])\[C:30]#[N:31])/[C:20]3[CH:27]=[CH:26][C:25]([F:28])=[CH:24][C:21]=3[O:22][CH2:23][C:17]=2[CH:16]=1, predict the reaction product. The product is: [F:28][C:25]1[CH:26]=[CH:27][C:20]2=[C:21]([CH:24]=1)[O:22][CH2:23][C:17]1[CH:16]=[C:15]([CH2:14][N:8]3[C:7]4[CH:9]=[CH:10][CH:11]=[CH:12][C:6]=4[N:5]=[C:4]3[CH2:3][O:2][CH3:1])[CH:35]=[CH:34][C:18]=1/[C:19]/2=[C:29](/[CH2:32][CH3:33])\[C:30]#[N:31]. (3) Given the reactants [F:1][C:2]1[CH:3]=[C:4]2[C:8](=[CH:9][CH:10]=1)[NH:7][N:6]=[C:5]2[C:11]([O:13]C)=[O:12].[CH3:15][C:16]1([CH3:19])[CH2:18][O:17]1.C([O-])([O-])=O.[Cs+].[Cs+], predict the reaction product. The product is: [F:1][C:2]1[CH:3]=[C:4]2[C:8](=[CH:9][CH:10]=1)[N:7]([CH2:15][C:16]([OH:17])([CH3:19])[CH3:18])[N:6]=[C:5]2[C:11]([OH:13])=[O:12]. (4) Given the reactants Br[C:2]1[CH:3]=[C:4]([CH:8]=[CH:9][C:10]=1C)[C:5]([OH:7])=[O:6].CCN([CH:18]([CH3:20])[CH3:19])C(C)C.CN(C(ON1N=NC2C=CC=NC1=2)=[N+](C)C)C.F[P-](F)(F)(F)(F)F.Cl.[NH2:46][C@H:47]([CH2:52][C:53]1[CH:58]=[CH:57][CH:56]=[CH:55][C:54]=1[C:59]([F:62])([F:61])[F:60])[CH2:48][C:49]([OH:51])=[O:50].C([O:67][C:68]([C:70]1[CH:75]=CC=[CH:72][C:71]=1B1OC(C)(C)C(C)(C)O1)=O)(C)(C)C.C([O-])([O-])=O.[K+].[K+].Cl.C(O)(C(F)(F)F)=O, predict the reaction product. The product is: [C:49]([CH2:48][C@H:47]([NH:46][C:68]([C:70]1[CH:71]=[CH:72][C:18]([CH3:19])=[C:20]([C:3]2[C:4]([C:5]([OH:7])=[O:6])=[CH:8][CH:9]=[CH:10][CH:2]=2)[CH:75]=1)=[O:67])[CH2:52][C:53]1[CH:58]=[CH:57][CH:56]=[CH:55][C:54]=1[C:59]([F:60])([F:61])[F:62])([OH:51])=[O:50]. (5) Given the reactants [N+:1]([C:4]1[CH:9]=[CH:8][C:7]([CH2:10][C:11]([N:13]2[CH2:18][CH2:17][CH2:16][CH2:15][CH2:14]2)=[O:12])=[CH:6][CH:5]=1)([O-:3])=[O:2].C[O:20][C:21](=O)[CH2:22]Br.[OH-].[Na+].[CH3:27][N:28]1[CH2:33][CH2:32][NH:31][CH2:30][CH2:29]1, predict the reaction product. The product is: [CH3:27][N:28]1[CH2:33][CH2:32][N:31]([C:21](=[O:20])[CH2:22][CH:10]([C:7]2[CH:8]=[CH:9][C:4]([N+:1]([O-:3])=[O:2])=[CH:5][CH:6]=2)[C:11](=[O:12])[N:13]2[CH2:14][CH2:15][CH2:16][CH2:17][CH2:18]2)[CH2:30][CH2:29]1.